From a dataset of Reaction yield outcomes from USPTO patents with 853,638 reactions. Predict the reaction yield, written as a fraction of the theoretical maximum amount of product (1.0 means a 100% yield; for example, 0.34 means a 34% yield). The reactants are Cl[C:2]1[N:7]=[N:6][C:5]([C:8]2[N:15]3[C:11]([O:12][CH:13]=[CH:14]3)=[N:10][C:9]=2[C:16]2[CH:21]=[C:20]([F:22])[C:19]([F:23])=[CH:18][C:17]=2[F:24])=[CH:4][CH:3]=1.C(O)CCC.O.[NH2:31][NH2:32]. The catalyst is O.CCOC(C)=O. The product is [NH:31]([C:2]1[N:7]=[N:6][C:5]([C:8]2[N:15]3[C:11]([O:12][CH:13]=[CH:14]3)=[N:10][C:9]=2[C:16]2[CH:21]=[C:20]([F:22])[C:19]([F:23])=[CH:18][C:17]=2[F:24])=[CH:4][CH:3]=1)[NH2:32]. The yield is 0.770.